Dataset: Forward reaction prediction with 1.9M reactions from USPTO patents (1976-2016). Task: Predict the product of the given reaction. (1) The product is: [CH3:1][O:2][C:3]1[CH:8]=[CH:7][C:6]([N:9]([CH2:30][C:23]2[CH:22]=[CH:21][C:19]([CH3:20])=[CH:25][CH:24]=2)[CH2:22][C:23]2[CH:30]=[CH:29][C:26]([CH3:27])=[CH:25][CH:24]=2)=[CH:5][C:4]=1[N+:10]([O-:12])=[O:11]. Given the reactants [CH3:1][O:2][C:3]1[CH:8]=[CH:7][C:6]([NH2:9])=[CH:5][C:4]=1[N+:10]([O-:12])=[O:11].C(N([CH:19]([CH3:21])[CH3:20])C(C)C)C.[CH3:22][C:23]1[CH:30]=[CH:29][C:26]([CH2:27]Br)=[CH:25][CH:24]=1, predict the reaction product. (2) Given the reactants [N+:1]([C:4]1[CH:11]=[CH:10][C:7]([CH2:8]Br)=[CH:6][CH:5]=1)([O-:3])=[O:2].[NH:12]1[CH:16]=[CH:15][CH:14]=[N:13]1.C(=O)([O-])[O-].[K+].[K+], predict the reaction product. The product is: [N+:1]([C:4]1[CH:11]=[CH:10][C:7]([CH2:8][N:12]2[CH:16]=[CH:15][CH:14]=[N:13]2)=[CH:6][CH:5]=1)([O-:3])=[O:2]. (3) The product is: [F:16][C:15]1[CH:14]=[C:13]([O:17][C@H:18]2[CH2:22][CH2:21][CH2:20][C@@H:19]2[C:23]2[N:27]([CH3:28])[N:26]=[CH:25][CH:24]=2)[CH:12]=[C:11]([F:29])[C:10]=1[S:7]([NH:6][C:30]1[CH:35]=[CH:34][N:33]=[CH:32][N:31]=1)(=[O:8])=[O:9]. Given the reactants COC1C=C(OC)C=CC=1C[N:6]([C:30]1[CH:35]=[CH:34][N:33]=[CH:32][N:31]=1)[S:7]([C:10]1[C:15]([F:16])=[CH:14][C:13]([O:17][C@H:18]2[CH2:22][CH2:21][CH2:20][C@@H:19]2[C:23]2[N:27]([CH3:28])[N:26]=[CH:25][CH:24]=2)=[CH:12][C:11]=1[F:29])(=[O:9])=[O:8].C([SiH](CC)CC)C.FC(F)(F)C(O)=O, predict the reaction product. (4) Given the reactants [C:1]1([N:7]2[C:11]([NH2:12])=[CH:10][C:9]([C:13]3[CH:18]=[CH:17][CH:16]=[CH:15][N:14]=3)=[N:8]2)[CH:6]=[CH:5][CH:4]=[CH:3][CH:2]=1.[Cl:19]N1C(=O)CCC1=O.CC1C=CC(S([O-])(=O)=O)=CC=1.[NH+]1C=CC=CC=1, predict the reaction product. The product is: [Cl:19][C:10]1[C:9]([C:13]2[CH:18]=[CH:17][CH:16]=[CH:15][N:14]=2)=[N:8][N:7]([C:1]2[CH:6]=[CH:5][CH:4]=[CH:3][CH:2]=2)[C:11]=1[NH2:12]. (5) Given the reactants [CH3:1][O:2][C:3]1[CH:4]=[CH:5][C:6]2[C:12](=[O:13])[CH2:11][CH2:10][CH2:9][CH2:8][C:7]=2[CH:14]=1.Br[C:16]1[CH:21]=[CH:20][CH:19]=[C:18]([O:22][CH3:23])[CH:17]=1, predict the reaction product. The product is: [CH3:1][O:2][C:3]1[CH:4]=[CH:5][C:6]2[C:12](=[O:13])[CH:11]([C:16]3[CH:21]=[CH:20][CH:19]=[C:18]([O:22][CH3:23])[CH:17]=3)[CH2:10][CH2:9][CH2:8][C:7]=2[CH:14]=1. (6) Given the reactants [H-].[Na+].[CH3:3][CH2:4][O:5][C:6]([CH:8](P(OCC)(OCC)=O)[CH3:9])=[O:7].[CH:18]([C:21]1[CH:28]=[CH:27][C:24]([CH:25]=O)=[CH:23][CH:22]=1)([CH3:20])[CH3:19].O, predict the reaction product. The product is: [CH:18]([C:21]1[CH:28]=[CH:27][C:24]([CH:25]=[C:8]([CH3:9])[C:6]([O:5][CH2:4][CH3:3])=[O:7])=[CH:23][CH:22]=1)([CH3:20])[CH3:19]. (7) Given the reactants S[C:2]1[N:7]=[C:6]([OH:8])[CH:5]=[C:4]([C:9]2[CH:14]=[CH:13][CH:12]=[CH:11][CH:10]=2)[N:3]=1, predict the reaction product. The product is: [C:9]1([C:4]2[N:3]=[CH:2][N:7]=[C:6]([OH:8])[CH:5]=2)[CH:10]=[CH:11][CH:12]=[CH:13][CH:14]=1. (8) Given the reactants [ClH:1].[CH3:2][C:3]1[C:9]([O:10][CH3:11])=[CH:8][CH:7]=[CH:6][C:4]=1[NH2:5].[C:12](O)(=O)[CH2:13][C:14](O)=O.O(Cl)[Cl:20].[P], predict the reaction product. The product is: [Cl:1][C:14]1[CH:13]=[C:12]([Cl:20])[C:6]2[C:4](=[C:3]([CH3:2])[C:9]([O:10][CH3:11])=[CH:8][CH:7]=2)[N:5]=1. (9) Given the reactants [CH3:1][O:2][C:3]1[CH:8]=[CH:7][C:6]([CH2:9][CH2:10][NH:11][C:12](=[O:14])[CH3:13])=[CH:5][CH:4]=1.[N+:15]([O-])([OH:17])=[O:16], predict the reaction product. The product is: [CH3:1][O:2][C:3]1[CH:4]=[CH:5][C:6]([CH2:9][CH2:10][NH:11][C:12](=[O:14])[CH3:13])=[CH:7][C:8]=1[N+:15]([O-:17])=[O:16].